This data is from Full USPTO retrosynthesis dataset with 1.9M reactions from patents (1976-2016). The task is: Predict the reactants needed to synthesize the given product. Given the product [Cl:27][SiH2:22][CH2:25][CH2:26][CH2:1][CH2:2][CH2:3][CH2:4][CH2:5][CH2:6][CH2:7][CH2:8][CH2:9][CH2:10][CH2:11][CH2:12][CH2:13][CH2:14][CH2:15][CH:16]([CH:28]=[CH2:29])[CH:17]=[CH2:18], predict the reactants needed to synthesize it. The reactants are: [CH2:1]([Mg]Cl)[CH2:2][CH2:3][CH2:4][CH2:5][CH2:6][CH2:7][CH2:8][CH2:9][CH2:10][CH2:11][CH2:12][CH2:13][CH2:14][CH2:15][CH2:16][CH2:17][CH3:18].Cl[Si:22]([Cl:27])([CH:25]=[CH2:26])C=C.[CH3:28][CH2:29]CCCC.